This data is from Catalyst prediction with 721,799 reactions and 888 catalyst types from USPTO. The task is: Predict which catalyst facilitates the given reaction. Reactant: [CH3:1][O:2][C:3]1[CH:4]=[C:5]([CH2:9][CH2:10][NH:11][C:12]([CH:14]2[CH2:19][CH2:18][N:17]([C:20](=[O:25])[C:21]([F:24])([F:23])[F:22])[CH2:16][CH2:15]2)=O)[CH:6]=[CH:7][CH:8]=1. Product: [F:22][C:21]([F:24])([F:23])[C:20]([N:17]1[CH2:18][CH2:19][CH:14]([C:12]2[C:6]3[C:5](=[CH:4][C:3]([O:2][CH3:1])=[CH:8][CH:7]=3)[CH2:9][CH2:10][N:11]=2)[CH2:15][CH2:16]1)=[O:25]. The catalyst class is: 265.